From a dataset of KCNQ2 potassium channel screen with 302,405 compounds. Binary Classification. Given a drug SMILES string, predict its activity (active/inactive) in a high-throughput screening assay against a specified biological target. (1) The drug is Fc1ccc(C(=O)CCC(=O)NN2C(=O)C3(NC2=O)CCCCC3)cc1. The result is 0 (inactive). (2) The result is 0 (inactive). The compound is ClC1CC(N(S(=O)(=O)c2ccc(Cl)cc2)C1)C(=O)N1CCOCC1.